This data is from Forward reaction prediction with 1.9M reactions from USPTO patents (1976-2016). The task is: Predict the product of the given reaction. (1) Given the reactants [CH2:1](OC(=O)C1C=CN=C(C)C=1Cl)C.[CH3:14][O:15][N:16]=[C:17]1[C:25]2[C:20](=[CH:21][N:22]=[C:23](Cl)[CH:24]=2)[O:19][CH2:18]1, predict the reaction product. The product is: [CH3:14][O:15][N:16]=[C:17]1[C:25]2[C:20](=[CH:21][N:22]=[C:23]([CH3:1])[CH:24]=2)[O:19][CH2:18]1. (2) Given the reactants [NH2:1][C:2]1[N:7]=[CH:6][N:5]=[C:4]2[N:8]([CH:13]([C:15]3[C:16]([O:34][CH2:35][CH3:36])=[C:17]([C:23]4[CH:24]=[CH:25][C:26]([C:29]([N:31]([CH3:33])[CH3:32])=[O:30])=[N:27][CH:28]=4)[C:18]([CH3:22])=[C:19]([Cl:21])[CH:20]=3)[CH3:14])[N:9]=C(C=C)[C:3]=12.C[N+]1([O-])CC[O:41]CC1.[C:45]([OH:49])([CH3:48])([CH3:47])C, predict the reaction product. The product is: [NH2:1][C:2]1[N:7]=[CH:6][N:5]=[C:4]2[N:8]([CH:13]([C:15]3[C:16]([O:34][CH2:35][CH3:36])=[C:17]([C:23]4[CH:24]=[CH:25][C:26]([C:29]([N:31]([CH3:33])[CH3:32])=[O:30])=[N:27][CH:28]=4)[C:18]([CH3:22])=[C:19]([Cl:21])[CH:20]=3)[CH3:14])[N:9]=[C:47]([CH:45]([OH:49])[CH2:48][OH:41])[C:3]=12. (3) Given the reactants [Cl:1][C:2]1[CH:3]=[CH:4][C:5]([O:12][CH2:13][C:14]([N:16]2[CH2:21][C@H:20]([CH3:22])[N:19]([CH2:23][C:24]3[CH:29]=[CH:28][C:27]([F:30])=[CH:26][CH:25]=3)[CH2:18][C@H:17]2[CH3:31])=[O:15])=[C:6]([CH:11]=1)OCC#N.[Cl-].[NH4+:33].[N-]=[N+]=[N-].[Na+].C(O[CH2:42][CH3:43])(=O)C, predict the reaction product. The product is: [Cl:1][C:2]1[CH:3]=[CH:4][C:5]([O:12][CH2:13][C:14]([N:16]2[CH2:21][C@H:20]([CH3:22])[N:19]([CH2:23][C:24]3[CH:29]=[CH:28][C:27]([F:30])=[CH:26][CH:25]=3)[CH2:18][C@H:17]2[CH3:31])=[O:15])=[C:6]([CH2:43][C:42]#[N:33])[CH:11]=1. (4) Given the reactants [Cl:1][C:2]1[CH:7]=[CH:6][CH:5]=[C:4]([C:8]#[N:9])[C:3]=1[CH2:10][C:11]([OH:13])=O.O=S(Cl)[Cl:16], predict the reaction product. The product is: [Cl:16][C:8]1[C:4]2[C:3](=[C:2]([Cl:1])[CH:7]=[CH:6][CH:5]=2)[CH:10]=[C:11]([OH:13])[N:9]=1. (5) Given the reactants [CH2:1]([O:3][C:4](=[O:15])[C:5]1[CH:10]=[CH:9][CH:8]=[C:7]([CH:11]([C:13]#[N:14])[CH3:12])[CH:6]=1)[CH3:2].[H-].[Na+].[CH3:18]I, predict the reaction product. The product is: [CH2:1]([O:3][C:4](=[O:15])[C:5]1[CH:10]=[CH:9][CH:8]=[C:7]([C:11]([C:13]#[N:14])([CH3:18])[CH3:12])[CH:6]=1)[CH3:2]. (6) Given the reactants [Cl:1][C:2]1[CH:14]=[CH:13][C:12]([O:15][C:16]2[CH:21]=[CH:20][C:19]([CH2:22][N:23]([CH2:34][C:35]3[CH:40]=[CH:39][CH:38]=[CH:37][C:36]=3[F:41])[C:24]3[CH:29]=[CH:28][CH:27]=[C:26]([N+:30]([O-])=O)[C:25]=3[CH3:33])=[CH:18][CH:17]=2)=[CH:11][C:3]=1[O:4][CH2:5][C:6]([O:8][CH2:9][CH3:10])=[O:7].[NH4+].[Cl-], predict the reaction product. The product is: [NH2:30][C:26]1[C:25]([CH3:33])=[C:24]([N:23]([CH2:22][C:19]2[CH:20]=[CH:21][C:16]([O:15][C:12]3[CH:13]=[CH:14][C:2]([Cl:1])=[C:3]([CH:11]=3)[O:4][CH2:5][C:6]([O:8][CH2:9][CH3:10])=[O:7])=[CH:17][CH:18]=2)[CH2:34][C:35]2[CH:40]=[CH:39][CH:38]=[CH:37][C:36]=2[F:41])[CH:29]=[CH:28][CH:27]=1.